Dataset: Full USPTO retrosynthesis dataset with 1.9M reactions from patents (1976-2016). Task: Predict the reactants needed to synthesize the given product. (1) Given the product [CH:1]([C:4]1[CH:5]=[CH:6][C:7]([O:8][CH:9]([CH2:15][C:16]2[CH:21]=[CH:20][C:19]([O:22][CH2:23][CH2:24][NH:25][C:26]([C:28]3[CH:33]=[CH:32][C:31]([C:34]4[CH:35]=[CH:36][C:37]([O:40][CH3:41])=[CH:38][CH:39]=4)=[CH:30][CH:29]=3)=[O:27])=[CH:18][CH:17]=2)[C:10]([OH:12])=[O:11])=[CH:42][CH:43]=1)([CH3:3])[CH3:2], predict the reactants needed to synthesize it. The reactants are: [CH:1]([C:4]1[CH:43]=[CH:42][C:7]([O:8][CH:9]([CH2:15][C:16]2[CH:21]=[CH:20][C:19]([O:22][CH2:23][CH2:24][NH:25][C:26]([C:28]3[CH:33]=[CH:32][C:31]([C:34]4[CH:39]=[CH:38][C:37]([O:40][CH3:41])=[CH:36][CH:35]=4)=[CH:30][CH:29]=3)=[O:27])=[CH:18][CH:17]=2)[C:10]([O:12]CC)=[O:11])=[CH:6][CH:5]=1)([CH3:3])[CH3:2].[OH-].[Na+]. (2) Given the product [NH:32]1[C:33]2[C:29](=[C:28]([C:2]3[N:3]=[C:4]([N:14]4[CH2:19][CH2:18][O:17][CH2:16][CH2:15]4)[C:5]4[S:10][C:9]([CH2:11][NH:12][CH3:13])=[CH:8][C:6]=4[N:7]=3)[CH:36]=[CH:35][CH:34]=2)[CH:30]=[N:31]1, predict the reactants needed to synthesize it. The reactants are: Cl[C:2]1[N:3]=[C:4]([N:14]2[CH2:19][CH2:18][O:17][CH2:16][CH2:15]2)[C:5]2[S:10][C:9]([CH2:11][NH:12][CH3:13])=[CH:8][C:6]=2[N:7]=1.CC1(C)C(C)(C)OB([C:28]2[CH:36]=[CH:35][CH:34]=[C:33]3[C:29]=2[CH:30]=[N:31][NH:32]3)O1. (3) Given the product [ClH:18].[F:1][C:2]1[C:3]([C:9]2[N:13]([CH:14]([CH3:15])[CH3:16])[C:12]([CH3:17])=[N:11][CH:10]=2)=[N:4][C:5]([NH:8][C:19]2[CH:20]=[CH:21][C:22]([C:27]([N:29]3[CH2:34][CH2:33][N:32]([CH3:35])[CH2:31][CH2:30]3)=[O:28])=[C:23]([CH:26]=2)[C:24]#[N:25])=[N:6][CH:7]=1, predict the reactants needed to synthesize it. The reactants are: [F:1][C:2]1[C:3]([C:9]2[N:13]([CH:14]([CH3:16])[CH3:15])[C:12]([CH3:17])=[N:11][CH:10]=2)=[N:4][C:5]([NH2:8])=[N:6][CH:7]=1.[Cl:18][C:19]1[CH:20]=[CH:21][C:22]([C:27]([N:29]2[CH2:34][CH2:33][N:32]([CH3:35])[CH2:31][CH2:30]2)=[O:28])=[C:23]([CH:26]=1)[C:24]#[N:25].C([O-])([O-])=O.[Cs+].[Cs+].CC(C1C=C(C(C)C)C(C2C=CC=CC=2P(C2CCCCC2)C2CCCCC2)=C(C(C)C)C=1)C. (4) Given the product [F:1][CH:2]([F:20])[O:3][C:4]1[CH:9]=[CH:8][C:7]([C:10]#[C:11][C:12]2[CH:13]=[C:14](/[CH:15]=[N:32]/[NH:31][S:28]([C:25]3[CH:26]=[CH:27][C:22]([CH3:21])=[CH:23][CH:24]=3)(=[O:29])=[O:30])[CH:17]=[CH:18][CH:19]=2)=[CH:6][CH:5]=1, predict the reactants needed to synthesize it. The reactants are: [F:1][CH:2]([F:20])[O:3][C:4]1[CH:9]=[CH:8][C:7]([C:10]#[C:11][C:12]2[CH:13]=[C:14]([CH:17]=[CH:18][CH:19]=2)[CH:15]=O)=[CH:6][CH:5]=1.[CH3:21][C:22]1[CH:27]=[CH:26][C:25]([S:28]([NH:31][NH2:32])(=[O:30])=[O:29])=[CH:24][CH:23]=1.CCO. (5) Given the product [OH:23][CH2:24][CH2:25][CH2:18][C:16]1[CH:15]=[CH:14][C:13]2[N:4]([CH2:3][O:2][CH3:1])[C:5](=[O:22])[C:6]3[CH:7]=[CH:8][CH:9]=[N:10][C:11]=3[C:12]=2[CH:17]=1, predict the reactants needed to synthesize it. The reactants are: [CH3:1][O:2][CH2:3][N:4]1[C:13]2[CH:14]=[CH:15][C:16]([CH2:18]C(=O)C)=[CH:17][C:12]=2[C:11]2[N:10]=[CH:9][CH:8]=[CH:7][C:6]=2[C:5]1=[O:22].[O:23]1CC[CH2:25][CH2:24]1.CSC.B.